This data is from NCI-60 drug combinations with 297,098 pairs across 59 cell lines. The task is: Regression. Given two drug SMILES strings and cell line genomic features, predict the synergy score measuring deviation from expected non-interaction effect. (1) Drug 1: CC(CN1CC(=O)NC(=O)C1)N2CC(=O)NC(=O)C2. Drug 2: CN(C(=O)NC(C=O)C(C(C(CO)O)O)O)N=O. Cell line: NCIH23. Synergy scores: CSS=13.4, Synergy_ZIP=-4.64, Synergy_Bliss=-1.85, Synergy_Loewe=-10.6, Synergy_HSA=-0.643. (2) Drug 1: CC1=CC2C(CCC3(C2CCC3(C(=O)C)OC(=O)C)C)C4(C1=CC(=O)CC4)C. Drug 2: C1=CN(C(=O)N=C1N)C2C(C(C(O2)CO)O)O.Cl. Cell line: K-562. Synergy scores: CSS=35.5, Synergy_ZIP=1.85, Synergy_Bliss=2.55, Synergy_Loewe=-31.4, Synergy_HSA=2.07. (3) Drug 2: C1=NC(=NC(=O)N1C2C(C(C(O2)CO)O)O)N. Drug 1: CC1=C(C=C(C=C1)NC(=O)C2=CC=C(C=C2)CN3CCN(CC3)C)NC4=NC=CC(=N4)C5=CN=CC=C5. Synergy scores: CSS=-2.86, Synergy_ZIP=-6.92, Synergy_Bliss=-12.4, Synergy_Loewe=-33.6, Synergy_HSA=-19.1. Cell line: MDA-MB-435. (4) Drug 1: CN1C2=C(C=C(C=C2)N(CCCl)CCCl)N=C1CCCC(=O)O.Cl. Drug 2: C#CCC(CC1=CN=C2C(=N1)C(=NC(=N2)N)N)C3=CC=C(C=C3)C(=O)NC(CCC(=O)O)C(=O)O. Cell line: SR. Synergy scores: CSS=29.2, Synergy_ZIP=5.06, Synergy_Bliss=8.38, Synergy_Loewe=-43.4, Synergy_HSA=5.59.